Predict the reaction yield, written as a fraction of the theoretical maximum amount of product (1.0 means a 100% yield; for example, 0.34 means a 34% yield). From a dataset of Reaction yield outcomes from USPTO patents with 853,638 reactions. (1) The reactants are [C:1](Cl)(=O)[C:2]([Cl:4])=[O:3].C1(C)C=CC=CC=1.[CH2:14]([O:25][C:26]1[CH:27]=C([CH:32]=[CH:33][CH:34]=1)C(O)=O)[CH2:15][CH2:16][CH2:17][CH2:18][CH2:19][CH2:20][CH2:21][CH2:22][CH2:23][CH3:24]. The catalyst is CN(C=O)C.C(Cl)Cl. The product is [CH2:14]([O:25][C:26]1[CH:27]=[C:1]([CH:32]=[CH:33][CH:34]=1)[C:2]([Cl:4])=[O:3])[CH2:15][CH2:16][CH2:17][CH2:18][CH2:19][CH2:20][CH2:21][CH2:22][CH2:23][CH3:24]. The yield is 0.990. (2) The reactants are O[C:2]1[N:7]2[N:8]=[CH:9][CH:10]=[C:6]2[N:5]=[CH:4][C:3]=1[C:11]([O:13][CH2:14][CH3:15])=[O:12].[Cl:16][C:17]1[CH:23]=[C:22]([F:24])[CH:21]=[CH:20][C:18]=1[NH2:19]. No catalyst specified. The product is [Cl:16][C:17]1[CH:23]=[C:22]([F:24])[CH:21]=[CH:20][C:18]=1[NH:19][C:2]1[N:7]2[N:8]=[CH:9][CH:10]=[C:6]2[N:5]=[CH:4][C:3]=1[C:11]([O:13][CH2:14][CH3:15])=[O:12]. The yield is 0.690. (3) The reactants are [OH:1][N:2]=[C:3]([Cl:14])[C@H:4]1[CH2:8][O:7][C:6]2([CH2:13][CH2:12][CH2:11][CH2:10][CH2:9]2)[O:5]1.[CH3:15][S:16](Cl)(=[O:18])=[O:17].C(N(C(C)C)C(C)C)C. The catalyst is C1COCC1. The product is [CH3:15][S:16]([O:1][N:2]=[C:3]([Cl:14])[C@H:4]1[CH2:8][O:7][C:6]2([CH2:13][CH2:12][CH2:11][CH2:10][CH2:9]2)[O:5]1)(=[O:18])=[O:17]. The yield is 0.738. (4) The yield is 0.990. The reactants are [N+:1]([C:4]1[CH:5]=[N:6][CH:7]=[CH:8][C:9]=1[C:10]1[CH2:15][CH2:14][CH2:13][C:12](=[O:16])[CH:11]=1)([O-:3])=[O:2].[BH4-].[Na+]. The catalyst is CCO. The product is [N+:1]([C:4]1[CH:5]=[N:6][CH:7]=[CH:8][C:9]=1[C:10]1[CH2:15][CH2:14][CH2:13][CH:12]([OH:16])[CH:11]=1)([O-:3])=[O:2]. (5) The reactants are Cl[C:2]1[C:11]2[C:6](=[CH:7][C:8]([O:14][CH2:15][CH2:16][CH2:17][N:18]3[CH2:22][CH2:21][CH2:20][CH2:19]3)=[C:9]([O:12][CH3:13])[CH:10]=2)[N:5]=[N:4][CH:3]=1.[F:23][C:24]1[C:32]([OH:33])=[CH:31][CH:30]=[C:29]2[C:25]=1[CH:26]=[C:27]([CH3:34])[NH:28]2.C(=O)([O-])[O-].[Cs+].[Cs+]. The catalyst is CC(N(C)C)=O. The product is [F:23][C:24]1[C:32]([O:33][C:2]2[C:11]3[C:6](=[CH:7][C:8]([O:14][CH2:15][CH2:16][CH2:17][N:18]4[CH2:22][CH2:21][CH2:20][CH2:19]4)=[C:9]([O:12][CH3:13])[CH:10]=3)[N:5]=[N:4][CH:3]=2)=[CH:31][CH:30]=[C:29]2[C:25]=1[CH:26]=[C:27]([CH3:34])[NH:28]2. The yield is 0.380. (6) The reactants are [NH:1]1[CH2:6][CH2:5][CH2:4][CH2:3][CH2:2]1.CC(C1C=C(C(C)C)C(C2C=CC=CC=2P(C2CCCCC2)C2CCCCC2)=C(C(C)C)C=1)C.CC([O-])(C)C.[Na+].Br[C:48]1[CH:49]=[C:50]2[C:59](=[C:60]3[C:65]=1[CH:64]=[CH:63][CH:62]=[N:61]3)[NH:58][S:57](=[O:67])(=[O:66])[C:56]1[C:51]2=[CH:52][CH:53]=[CH:54][CH:55]=1. The catalyst is C1C=CC(/C=C/C(/C=C/C2C=CC=CC=2)=O)=CC=1.C1C=CC(/C=C/C(/C=C/C2C=CC=CC=2)=O)=CC=1.C1C=CC(/C=C/C(/C=C/C2C=CC=CC=2)=O)=CC=1.[Pd].[Pd].C1(C)C=CC=CC=1. The product is [N:1]1([C:48]2[CH:49]=[C:50]3[C:59](=[C:60]4[C:65]=2[CH:64]=[CH:63][CH:62]=[N:61]4)[NH:58][S:57](=[O:67])(=[O:66])[C:56]2[C:51]3=[CH:52][CH:53]=[CH:54][CH:55]=2)[CH2:6][CH2:5][CH2:4][CH2:3][CH2:2]1. The yield is 0.190.